Dataset: Full USPTO retrosynthesis dataset with 1.9M reactions from patents (1976-2016). Task: Predict the reactants needed to synthesize the given product. (1) Given the product [C:1]([C:4]1[CH:5]=[CH:6][C:7]2[S:11][C:10](=[N:12][C:13](=[O:21])[C:14]3[CH:19]=[CH:18][CH:17]=[C:16]([Cl:20])[CH:15]=3)[N:9]([CH:24]([CH3:30])[C:25]([OH:27])=[O:26])[C:8]=2[CH:22]=1)(=[O:3])[CH3:2], predict the reactants needed to synthesize it. The reactants are: [C:1]([C:4]1[CH:5]=[CH:6][C:7]2[S:11][C:10]([NH:12][C:13](=[O:21])[C:14]3[CH:19]=[CH:18][CH:17]=[C:16]([Cl:20])[CH:15]=3)=[N:9][C:8]=2[CH:22]=1)(=[O:3])[CH3:2].Br[CH:24]([CH3:30])[C:25]([O:27]CC)=[O:26].ClC1C=C(C=CC=1)C(NC1SC2C(F)=C(F)C(F)=CC=2N=1)=O.BrCC(OCC)=O. (2) Given the product [CH:32]1([N:21]2[CH2:20][C:19]3[C:23](=[CH:24][C:16]([N:13]4[CH2:12][CH2:11][N:10]([CH2:9][CH2:8][CH:7]([C:1]5[CH:2]=[CH:3][CH:4]=[CH:5][CH:6]=5)[C:26]5[CH:31]=[CH:30][CH:29]=[CH:28][CH:27]=5)[CH2:15][CH2:14]4)=[CH:17][CH:18]=3)[C:22]2=[O:25])[CH2:36][CH2:35][CH2:34][CH2:33]1, predict the reactants needed to synthesize it. The reactants are: [C:1]1([CH:7]([C:26]2[CH:31]=[CH:30][CH:29]=[CH:28][CH:27]=2)[CH2:8][CH2:9][N:10]2[CH2:15][CH2:14][N:13]([C:16]3[CH:24]=[C:23]4[C:19]([CH2:20][NH:21][C:22]4=[O:25])=[CH:18][CH:17]=3)[CH2:12][CH2:11]2)[CH:6]=[CH:5][CH:4]=[CH:3][CH:2]=1.[CH:32]1(Br)[CH2:36][CH2:35][CH2:34][CH2:33]1. (3) Given the product [O:11]([C:18]1[CH:19]=[CH:20][C:21]([O:24][C:2]2[C:3]3[N:10]([C@H:26]4[CH2:27][C@H:28]([NH:30][C:31](=[O:37])[CH:38]=[CH2:39])[CH2:29]4)[CH:9]=[CH:8][C:4]=3[N:5]=[CH:6][N:7]=2)=[CH:22][CH:23]=1)[C:12]1[CH:17]=[CH:16][CH:15]=[CH:14][CH:13]=1, predict the reactants needed to synthesize it. The reactants are: Cl[C:2]1[C:3]2[NH:10][CH:9]=[CH:8][C:4]=2[N:5]=[CH:6][N:7]=1.[O:11]([C:18]1[CH:23]=[CH:22][C:21]([OH:24])=[CH:20][CH:19]=1)[C:12]1[CH:17]=[CH:16][CH:15]=[CH:14][CH:13]=1.O[C@@H:26]1[CH2:29][C@H:28]([NH:30][C:31](=[O:37])OC(C)(C)C)[CH2:27]1.[C:38](Cl)(=O)[CH:39]=C.